This data is from Forward reaction prediction with 1.9M reactions from USPTO patents (1976-2016). The task is: Predict the product of the given reaction. (1) Given the reactants Cl[CH2:2][C:3]([C:6]1[N:10]([CH3:11])[C:9]2[CH:12]=[C:13]([Cl:17])[C:14]([Cl:16])=[CH:15][C:8]=2[N:7]=1)([OH:5])[CH3:4].[C:18]([NH:21][C:22]1[CH:27]=[CH:26][C:25]([SH:28])=[CH:24][CH:23]=1)(=[O:20])[CH3:19].C[O-].[Na+], predict the reaction product. The product is: [Cl:16][C:14]1[C:13]([Cl:17])=[CH:12][C:9]2[N:10]([CH3:11])[C:6]([C:3]([OH:5])([CH3:4])[CH2:2][S:28][C:25]3[CH:24]=[CH:23][C:22]([NH:21][C:18](=[O:20])[CH3:19])=[CH:27][CH:26]=3)=[N:7][C:8]=2[CH:15]=1. (2) Given the reactants [Br:1][C:2]1[CH:15]=[CH:14][C:5]([C:6]([NH:8][CH:9]([C:11](=[O:13])[CH3:12])[CH3:10])=O)=[CH:4][CH:3]=1.O, predict the reaction product. The product is: [Br:1][C:2]1[CH:15]=[CH:14][C:5]([C:6]2[O:13][C:11]([CH3:12])=[C:9]([CH3:10])[N:8]=2)=[CH:4][CH:3]=1. (3) Given the reactants [CH2:1]([N:7]1[C:12](=O)[CH:11]2[CH:9]([C:10]2([C:17]2[CH:22]=[CH:21][CH:20]=[C:19]([N+:23]([O-:25])=[O:24])[CH:18]=2)[CH2:14][CH2:15][CH3:16])[C:8]1=O)[CH2:2][CH2:3][CH2:4][CH2:5][CH3:6].O1CCCC1.B.CO, predict the reaction product. The product is: [CH2:1]([N:7]1[CH2:12][CH:11]2[CH:9]([C:10]2([C:17]2[CH:22]=[CH:21][CH:20]=[C:19]([N+:23]([O-:25])=[O:24])[CH:18]=2)[CH2:14][CH2:15][CH3:16])[CH2:8]1)[CH2:2][CH2:3][CH2:4][CH2:5][CH3:6]. (4) Given the reactants [NH2:1][C:2]1[C:7]([CH3:8])=[C:6]([Cl:9])[CH:5]=[C:4]([F:10])[C:3]=1[N:11]1[C:16](=[O:17])[CH:15]=[C:14]([C:18]([F:21])([F:20])[F:19])[N:13]([CH3:22])[C:12]1=[O:23].C(N(CC)CC)C.Cl[C:32](Cl)([O:34]C(=O)OC(Cl)(Cl)Cl)Cl, predict the reaction product. The product is: [Cl:9][C:6]1[CH:5]=[C:4]([F:10])[C:3]([N:11]2[C:16](=[O:17])[CH:15]=[C:14]([C:18]([F:21])([F:20])[F:19])[N:13]([CH3:22])[C:12]2=[O:23])=[C:2]([N:1]=[C:32]=[O:34])[C:7]=1[CH3:8]. (5) Given the reactants [N+:1]([C:4]1[CH:5]=[C:6]([CH2:10][CH2:11][OH:12])[CH:7]=[CH:8][CH:9]=1)([O-:3])=[O:2].N1C=CC=CC=1.[CH3:19][S:20](Cl)(=[O:22])=[O:21].O, predict the reaction product. The product is: [CH3:19][S:20]([O:12][CH2:11][CH2:10][C:6]1[CH:7]=[CH:8][CH:9]=[C:4]([N+:1]([O-:3])=[O:2])[CH:5]=1)(=[O:22])=[O:21].